This data is from Human Reference Interactome with 51,813 positive PPI pairs across 8,248 proteins, plus equal number of experimentally-validated negative pairs. The task is: Binary Classification. Given two protein amino acid sequences, predict whether they physically interact or not. (1) Result: 1 (the proteins interact). Protein 1 (ENSG00000189431) has sequence MDPSEKKISVWICQEEKLVSGLSRRTTCSDVVRVLLEDGCRRRRRQRRSRRLGSAGDPHGPGELPEPPNEDDEDDDEALPQGMLCGPPQCYCIVEKWRGFERILPNKTRILRLWAAWGEEQENVRFVLVRSEASLPNAGPRSAEARVVLSRERPCPARGAPARPSLAMTQEKQRRVVRKAFRKLAKLNRRRQQQTPSSCSSTSSSTASSCSSSPRTHESASVERMETLVHLVLSQDHTIRQQVQRLHELDREIDHYEAKVHLDRMRRHGVNYVQDTYLVGAGIELDGSRPGEEPEEVAAE.... Protein 2 (ENSG00000250565) has sequence MALSDVDVKKQIKHMMAFIEQEANEKAEEIDAKAEEEFNIEKGRLVQTQRLKIMEYYEKKEKQIEQQKKILMSTMRNQARLKVLRARNDLISDLLSEAKLRLSRIVEDPEVYQGLLDKLVLQGLLRLLEPVMIVRCRPQDLLLVEAAVQKAIPEYMTISQKHVEVQIDKEAYLAVNAAGGVEVYSGNQRIKVSNTLESRLDLSAKQKMPEIRMALFGANTNRKFFI*. (2) Protein 1 (ENSG00000106689) has sequence MLFHSLSGPEVHGVIDEMDRRAKSEAPAISSAIDRGDTETTMPSISSDRAALCAGCGGKISDRYYLLAVDKQWHMRCLKCCECKLNLESELTCFSKDGSIYCKEDYYRRFSVQRCARCHLGISASEMVMRARDLVYHLNCFTCTTCNKMLTTGDHFGMKDSLVYCRLHFEALLQGEYPAHFNHADVAAAAAAAAAAKSAGLGAAGANPLGLPYYNGVGTVQKGRPRKRKSPGPGADLAAYNAALSCNENDAEHLDRDQPYPSSQKTKRMRTSFKHHQLRTMKSYFAINHNPDAKDLKQLA.... Protein 2 (ENSG00000223638) has sequence MAEHFKQIIRCPVCLKDLEEAVQLKCGYACCLQCLNSLQKEPDGEGLLCRFCSVVSQKDDIKPKYKLRALVSIIKELEPKLKSVLTMNPRMRKFQVDMTFDVDTANNYLIISEDLRSFRSGDLSQNRKEQAERFDTALCVLGTPRFTSGRHYWEVDVGTSQVWDVGVCKESVNRQGKIVLSSEHGFLTVGCREGKVFAASTVPMTPLWVSPQLHRVGIFLDVGMRSIAFYNVSDGCHIYTFIEIPVCEPWRPFFAHKRGSQDDQSILSICSVINPSAASAPVSSEGK*. Result: 0 (the proteins do not interact). (3) Protein 1 (ENSG00000102802) has sequence MAGAACEPVARPSLTSISSGELRSLWTCDCELALLPLAQLLRLQPGAFQLSGDQLVVARPGEPAAARGGFNVFGDGLVRLDGQLYRLSSYIKRYVELTNYCDYKDYRETILSKPMLFFINVQTKKDTSKERTYAFLVNTRHPKIRRQIEQGMDMVISSVIGESYRLQFDFQEAVKNFFPPGNEVVNGENLSFAYEFKADALFDFFYWFGLSNSVVKVNGKVLNLSSTSPEKKETIKLFLEKMSEPLIRRSSFSDRKFSVTSRGSIDDVFNCNLSPRSSLTEPLLAELPFPSVLESEETPN.... Protein 2 (ENSG00000075336) has sequence MICTFLRAVQYTEKLHRSSAKRLLLPYIVLNKACLKTEPSLRCGLQYQKKTLRPRCILGVTQKTIWTQGPSPRKAKEDGSKQVSVHRSQRGGTAVPTSQKVKEAGRDFTYLIVVLFGISITGGLFYTIFKELFSSSSPSKIYGRALEKCRSHPEVIGVFGESVKGYGEVTRRGRRQHVRFTEYVKDGLKHTCVKFYIEGSEPGKQGTVYAQVKENPGSGEYDFRYIFVEIESYPRRTIIIEDNRSQDD*MICTFLRAVQYTEKLHRSSAKRLLLPYIVLNKACLKTEPSLRCGLQYQKKT.... Result: 0 (the proteins do not interact).